From a dataset of Forward reaction prediction with 1.9M reactions from USPTO patents (1976-2016). Predict the product of the given reaction. (1) Given the reactants [F:1][C:2]1[CH:31]=[C:30]([F:32])[CH:29]=[CH:28][C:3]=1[CH2:4][N:5]1[C:10](=[O:11])[CH:9]=[CH:8][C:7]([CH2:12][C:13]2[C:21]3[C:16](=[CH:17][CH:18]=[CH:19][CH:20]=3)[N:15]([CH2:22][C:23]([O:25]C)=[O:24])[C:14]=2[CH3:27])=[CH:6]1.O.[OH-].[Li+], predict the reaction product. The product is: [F:1][C:2]1[CH:31]=[C:30]([F:32])[CH:29]=[CH:28][C:3]=1[CH2:4][N:5]1[C:10](=[O:11])[CH:9]=[CH:8][C:7]([CH2:12][C:13]2[C:21]3[C:16](=[CH:17][CH:18]=[CH:19][CH:20]=3)[N:15]([CH2:22][C:23]([OH:25])=[O:24])[C:14]=2[CH3:27])=[CH:6]1. (2) Given the reactants [O:1]=[S:2]1(=[O:32])[C:6]2[CH:7]=[CH:8][C:9]([C:11]3[CH:12]=[C:13]([C:17]4[N:18]=[C:19]([CH:29]([CH3:31])[CH3:30])[NH:20][C:21]=4[C:22]4[CH:27]=[CH:26][CH:25]=[C:24]([CH3:28])[N:23]=4)[CH:14]=[CH:15][CH:16]=3)=[CH:10][C:5]=2[CH:4]=[CH:3]1, predict the reaction product. The product is: [O:32]=[S:2]1(=[O:1])[C:6]2[CH:7]=[CH:8][C:9]([C:11]3[CH:12]=[C:13]([C:17]4[N:18]=[C:19]([CH:29]([CH3:30])[CH3:31])[NH:20][C:21]=4[C:22]4[CH:27]=[CH:26][CH:25]=[C:24]([CH3:28])[N:23]=4)[CH:14]=[CH:15][CH:16]=3)=[CH:10][C:5]=2[CH2:4][CH2:3]1. (3) Given the reactants [F:1][C:2]1[CH:23]=[CH:22][C:5]([CH2:6][C:7]2[N:11]([CH:12]3[CH2:15][NH:14][CH2:13]3)[N:10]=[C:9]([C:16]3[CH:21]=[CH:20][N:19]=[CH:18][CH:17]=3)[CH:8]=2)=[CH:4][CH:3]=1.C1C=CC2N(O)N=NC=2C=1.CCN=C=NCCCN(C)C.CN1CCOCC1.[NH:52]1[CH:56]=[CH:55][N:54]=[C:53]1[C:57](O)=[O:58], predict the reaction product. The product is: [F:1][C:2]1[CH:23]=[CH:22][C:5]([CH2:6][C:7]2[N:11]([CH:12]3[CH2:13][N:14]([C:57]([C:53]4[NH:52][CH:56]=[CH:55][N:54]=4)=[O:58])[CH2:15]3)[N:10]=[C:9]([C:16]3[CH:21]=[CH:20][N:19]=[CH:18][CH:17]=3)[CH:8]=2)=[CH:4][CH:3]=1. (4) Given the reactants [CH3:1][C:2]1[N:6]([CH2:7][C:8]2[CH:13]=[CH:12][CH:11]=[CH:10][C:9]=2[O:14][CH3:15])[N:5]=[C:4]([N:16]2C(=O)C3C(=CC=CC=3)C2=O)[CH:3]=1.O.NN, predict the reaction product. The product is: [CH3:1][C:2]1[N:6]([CH2:7][C:8]2[CH:13]=[CH:12][CH:11]=[CH:10][C:9]=2[O:14][CH3:15])[N:5]=[C:4]([NH2:16])[CH:3]=1. (5) The product is: [Cl:17][C:12]1[C:13]([NH:15][CH3:16])=[N:14][C:9]([NH:8][C:7]2[CH:6]=[CH:5][C:4]([C:18]([N:20]3[CH2:25][CH2:24][O:23][CH2:22][CH2:21]3)=[O:19])=[CH:3][C:2]=2[CH:27]2[CH2:26][CH2:31]2)=[N:10][CH:11]=1. Given the reactants Br[C:2]1[CH:3]=[C:4]([C:18]([N:20]2[CH2:25][CH2:24][O:23][CH2:22][CH2:21]2)=[O:19])[CH:5]=[CH:6][C:7]=1[NH:8][C:9]1[N:14]=[C:13]([NH:15][CH3:16])[C:12]([Cl:17])=[CH:11][N:10]=1.[C:26]([O-])(=O)[CH3:27].[K+].[C:31](=O)([O-])[O-].[Na+].[Na+].C(#N)C.O, predict the reaction product.